This data is from Peptide-MHC class II binding affinity with 134,281 pairs from IEDB. The task is: Regression. Given a peptide amino acid sequence and an MHC pseudo amino acid sequence, predict their binding affinity value. This is MHC class II binding data. (1) The peptide sequence is LHGVRDGLVRDANNY. The MHC is DRB1_0701 with pseudo-sequence DRB1_0701. The binding affinity (normalized) is 0. (2) The peptide sequence is GITIKKTGQALVVGI. The MHC is HLA-DPA10103-DPB10201 with pseudo-sequence HLA-DPA10103-DPB10201. The binding affinity (normalized) is 0.303. (3) The peptide sequence is LIGFGLRTLWSPRER. The MHC is DRB3_0301 with pseudo-sequence DRB3_0301. The binding affinity (normalized) is 0.463. (4) The peptide sequence is FPTIPLSRLFDNAML. The MHC is DRB1_0802 with pseudo-sequence DRB1_0802. The binding affinity (normalized) is 0.213. (5) The peptide sequence is GELQIVDKILAAFKI. The binding affinity (normalized) is 0.706. The MHC is DRB1_1101 with pseudo-sequence DRB1_1101. (6) The peptide sequence is INVGFKAAVAAAAGV. The MHC is HLA-DPA10103-DPB10401 with pseudo-sequence HLA-DPA10103-DPB10401. The binding affinity (normalized) is 0.192.